From a dataset of Forward reaction prediction with 1.9M reactions from USPTO patents (1976-2016). Predict the product of the given reaction. (1) Given the reactants [C:1]([N:4]1[C:13]2[C:8](=[CH:9][C:10]([NH:14][CH:15]3[CH2:20][CH2:19][N:18]([C:21]([O:23][C:24]([CH3:27])([CH3:26])[CH3:25])=[O:22])[CH2:17][CH2:16]3)=[CH:11][CH:12]=2)[C@H:7]([NH:28]C(OCC2C=CC=CC=2)=O)[C@@H:6]([CH3:39])[C@@H:5]1[CH3:40])(=[O:3])[CH3:2], predict the reaction product. The product is: [C:1]([N:4]1[C:13]2[C:8](=[CH:9][C:10]([NH:14][CH:15]3[CH2:16][CH2:17][N:18]([C:21]([O:23][C:24]([CH3:27])([CH3:26])[CH3:25])=[O:22])[CH2:19][CH2:20]3)=[CH:11][CH:12]=2)[C@H:7]([NH2:28])[C@@H:6]([CH3:39])[C@@H:5]1[CH3:40])(=[O:3])[CH3:2]. (2) Given the reactants [OH-].[K+].F[C:4]1[CH:5]=[C:6]([CH:10]=[CH:11][C:12]=1[N+:13]([O-:15])=[O:14])[C:7]([OH:9])=[O:8].Cl.[CH2:17]([OH:19])[CH3:18], predict the reaction product. The product is: [CH2:17]([O:19][C:4]1[CH:5]=[C:6]([CH:10]=[CH:11][C:12]=1[N+:13]([O-:15])=[O:14])[C:7]([OH:9])=[O:8])[CH3:18].